From a dataset of Forward reaction prediction with 1.9M reactions from USPTO patents (1976-2016). Predict the product of the given reaction. (1) Given the reactants [F:1][C:2]1[CH:3]=[C:4]([C:9]2[CH:10]=[C:11]([CH2:20][N:21]3[CH2:26][CH2:25][N:24]([CH3:27])[CH2:23][CH2:22]3)[C:12](=[O:19])[N:13]([CH2:15][CH:16]([CH3:18])[CH3:17])[N:14]=2)[CH:5]=[CH:6][C:7]=1[CH3:8].[ClH:28], predict the reaction product. The product is: [ClH:28].[ClH:28].[F:1][C:2]1[CH:3]=[C:4]([C:9]2[CH:10]=[C:11]([CH2:20][N:21]3[CH2:26][CH2:25][N:24]([CH3:27])[CH2:23][CH2:22]3)[C:12](=[O:19])[N:13]([CH2:15][CH:16]([CH3:17])[CH3:18])[N:14]=2)[CH:5]=[CH:6][C:7]=1[CH3:8]. (2) Given the reactants [C:1]12([CH2:11][O:12][C:13]3[CH:14]=[C:15]([CH2:19][CH2:20][NH2:21])[CH:16]=[CH:17][CH:18]=3)[CH2:10][CH:5]3[CH2:6][CH:7]([CH2:9][CH:3]([CH2:4]3)[CH2:2]1)[CH2:8]2.[CH2:22]([O:29][C:30]1[CH:31]=[CH:32][C:33]([C@@H:41]([O:44][Si:45]([C:48]([CH3:51])([CH3:50])[CH3:49])([CH3:47])[CH3:46])[CH2:42]Br)=[C:34]2[C:39]=1[NH:38][C:37](=[O:40])[CH:36]=[CH:35]2)[C:23]1[CH:28]=[CH:27][CH:26]=[CH:25][CH:24]=1.C(=O)([O-])O.[Na+].[I-].[Na+], predict the reaction product. The product is: [C:1]12([CH2:11][O:12][C:13]3[CH:14]=[C:15]([CH2:19][CH2:20][NH:21][CH2:42][C@@H:41]([C:33]4[CH:32]=[CH:31][C:30]([O:29][CH2:22][C:23]5[CH:28]=[CH:27][CH:26]=[CH:25][CH:24]=5)=[C:39]5[C:34]=4[CH:35]=[CH:36][C:37](=[O:40])[NH:38]5)[O:44][Si:45]([C:48]([CH3:51])([CH3:50])[CH3:49])([CH3:47])[CH3:46])[CH:16]=[CH:17][CH:18]=3)[CH2:10][CH:5]3[CH2:6][CH:7]([CH2:9][CH:3]([CH2:4]3)[CH2:2]1)[CH2:8]2. (3) Given the reactants [CH:1]1([O:4][C:5]2[CH:6]=[C:7]([C:15]3[N:32]([CH2:33][O:34][CH2:35][CH2:36][Si:37]([CH3:40])([CH3:39])[CH3:38])[C:18]4[CH:19]=[N:20][N:21]([CH2:24][O:25][CH2:26][CH2:27][Si:28]([CH3:31])([CH3:30])[CH3:29])[C:22](=[O:23])[C:17]=4[C:16]=3[CH:41]=[O:42])[CH:8]=[CH:9][C:10]=2[O:11][CH:12]([F:14])[F:13])[CH2:3][CH2:2]1.[C:43]([Mg]Br)#[CH:44], predict the reaction product. The product is: [CH:1]1([O:4][C:5]2[CH:6]=[C:7]([C:15]3[N:32]([CH2:33][O:34][CH2:35][CH2:36][Si:37]([CH3:40])([CH3:39])[CH3:38])[C:18]4[CH:19]=[N:20][N:21]([CH2:24][O:25][CH2:26][CH2:27][Si:28]([CH3:31])([CH3:29])[CH3:30])[C:22](=[O:23])[C:17]=4[C:16]=3[CH:41]([OH:42])[CH:43]=[CH2:44])[CH:8]=[CH:9][C:10]=2[O:11][CH:12]([F:13])[F:14])[CH2:2][CH2:3]1. (4) The product is: [C:38]1([C:44]2[O:45][C:46]([C:74]([F:76])([F:75])[F:77])=[C:47]([C:49]([NH:51][C:52]3[CH:57]=[CH:56][C:55]([NH:58][C@H:59]4[CH2:63][CH2:62][N:61]([C:64]([C@@H:66]5[CH2:70][CH2:69][CH2:68][C@H:67]5[C:71]([OH:73])=[O:72])=[O:65])[CH2:60]4)=[CH:54][CH:53]=3)=[O:50])[N:48]=2)[CH:39]=[CH:40][CH:41]=[CH:42][CH:43]=1. Given the reactants C(OC(N1CCN(C2C=CC(NC(C3N=C(C4C=CC=CC=4)OC=3C(F)(F)F)=O)=CN=2)CC1)=O)(C)(C)C.[C:38]1([C:44]2[O:45][C:46]([C:74]([F:77])([F:76])[F:75])=[C:47]([C:49]([NH:51][C:52]3[CH:57]=[CH:56][C:55]([NH:58][C@H:59]4[CH2:63][CH2:62][N:61]([C:64]([CH:66]5[CH2:70][CH2:69][CH2:68][CH:67]5[C:71]([OH:73])=[O:72])=[O:65])[CH2:60]4)=[CH:54][CH:53]=3)=[O:50])[N:48]=2)[CH:43]=[CH:42][CH:41]=[CH:40][CH:39]=1, predict the reaction product. (5) Given the reactants [CH3:1][C:2]1[CH:11]=[CH:10][C:9]2[C:4](=[CH:5][C:6]([C:12]([O:14][CH3:15])=[O:13])=[CH:7][CH:8]=2)[N:3]=1.[O:16]1CCOCC1, predict the reaction product. The product is: [CH:1]([C:2]1[CH:11]=[CH:10][C:9]2[C:4](=[CH:5][C:6]([C:12]([O:14][CH3:15])=[O:13])=[CH:7][CH:8]=2)[N:3]=1)=[O:16]. (6) Given the reactants [Cl:1][C:2]1[CH:3]=[C:4]([C:12]2[N:17]=[CH:16][C:15]([C:18]3[C:19]([CH2:38][CH3:39])=[C:20]([CH:24]4[CH2:29][CH2:28][N:27]([CH2:30][CH2:31][CH2:32][C:33]([O:35]CC)=[O:34])[CH2:26][CH2:25]4)[CH:21]=[CH:22][CH:23]=3)=[CH:14][N:13]=2)[CH:5]=[CH:6][C:7]=1[O:8][CH:9]([CH3:11])[CH3:10].[OH-].[Na+], predict the reaction product. The product is: [Cl:1][C:2]1[CH:3]=[C:4]([C:12]2[N:17]=[CH:16][C:15]([C:18]3[C:19]([CH2:38][CH3:39])=[C:20]([CH:24]4[CH2:25][CH2:26][N:27]([CH2:30][CH2:31][CH2:32][C:33]([OH:35])=[O:34])[CH2:28][CH2:29]4)[CH:21]=[CH:22][CH:23]=3)=[CH:14][N:13]=2)[CH:5]=[CH:6][C:7]=1[O:8][CH:9]([CH3:11])[CH3:10]. (7) Given the reactants [C:1]([O:5][C:6](=[O:23])[NH:7][C:8]([CH:16]1[CH2:21][CH2:20][C:19](=[O:22])[CH2:18][CH2:17]1)([C:10]1[CH:15]=[CH:14][CH:13]=[CH:12][CH:11]=1)[CH3:9])([CH3:4])([CH3:3])[CH3:2].[BH4-].[Na+].O, predict the reaction product. The product is: [C:1]([O:5][C:6](=[O:23])[NH:7][C:8]([CH:16]1[CH2:21][CH2:20][CH:19]([OH:22])[CH2:18][CH2:17]1)([C:10]1[CH:11]=[CH:12][CH:13]=[CH:14][CH:15]=1)[CH3:9])([CH3:2])([CH3:3])[CH3:4]. (8) The product is: [OH:2][C:3]1[CH:4]=[C:5]([P:9](=[O:22])([C:10]2[CH:11]=[CH:12][CH:13]=[CH:14][CH:15]=2)[C:16]2[CH:21]=[CH:20][CH:19]=[CH:18][CH:17]=2)[CH:6]=[CH:7][CH:8]=1. Given the reactants C[O:2][C:3]1[CH:4]=[C:5]([P:9](=[O:22])([C:16]2[CH:21]=[CH:20][CH:19]=[CH:18][CH:17]=2)[C:10]2[CH:15]=[CH:14][CH:13]=[CH:12][CH:11]=2)[CH:6]=[CH:7][CH:8]=1.B(Br)(Br)Br, predict the reaction product. (9) Given the reactants [CH3:1][O:2][C:3]1[N:8]=[CH:7][C:6]([C:9]2[C:14]([NH2:15])=[CH:13][C:12]([N:16]3[CH2:21][CH2:20][O:19][CH2:18][CH2:17]3)=[CH:11][N:10]=2)=[CH:5][CH:4]=1.Cl[C:23]1[C:32]2[C:27](=[CH:28][C:29]([F:34])=[CH:30][C:31]=2[F:33])[N:26]=[C:25]([C:35]2[CH:40]=[C:39]([CH3:41])[CH:38]=[CH:37][N:36]=2)[C:24]=1[CH3:42].C1(P(C2CCCCC2)C2(C(C)C)CC(C(C)C)=CC(C(C)C)=C2C2C=CC=CC=2)CCCCC1.CC(C1C=C(C(C)C)C(C2C=CC=CC=2P(C2CCCCC2)C2CCCCC2)=C(C(C)C)C=1)C.CC(C)([O-])C.[Na+], predict the reaction product. The product is: [F:33][C:31]1[CH:30]=[C:29]([F:34])[CH:28]=[C:27]2[C:32]=1[C:23]([NH:15][C:14]1[C:9]([C:6]3[CH:7]=[N:8][C:3]([O:2][CH3:1])=[CH:4][CH:5]=3)=[N:10][CH:11]=[C:12]([N:16]3[CH2:21][CH2:20][O:19][CH2:18][CH2:17]3)[CH:13]=1)=[C:24]([CH3:42])[C:25]([C:35]1[CH:40]=[C:39]([CH3:41])[CH:38]=[CH:37][N:36]=1)=[N:26]2.